This data is from Drug-target binding data from BindingDB using IC50 measurements. The task is: Regression. Given a target protein amino acid sequence and a drug SMILES string, predict the binding affinity score between them. We predict pIC50 (pIC50 = -log10(IC50 in M); higher means more potent). Dataset: bindingdb_ic50. (1) The compound is C[C@H]1CN(Cc2ccccc2)[C@H](C)CN1[C@@H](c1cccc(O)c1)c1ccc2c(c1)CN(C(=O)c1ccccc1C(=O)O)C2. The target protein (P41144) has sequence MGRRRQGPAQPASELPARNACLLPNGSAWLPGWAEPDGNGSAGPQDEQLEPAHISPAIPVIITAVYSVVFVVGLVGNSLVMFVIIRYTKMKTATNIYIFNLALADALVTTTMPFQSTVYLMNSWPFGDVLCKIVISIDYYNMFTSIFTLTMMSVDRYIAVCHPVKALDFRTPLKAKIINICIWLLSSSVGISAIILGGTKVREDVDIIECSLQFPDDDYSWWDLFMKICVFVFAFVIPVLIIIVCYTLMILRLKSVRLLSGSREKDRNLRRITRLVLVVVAVFIICWTPIHIFILVEALGSTSHSTAALSSYYFCIALGYTNSSLNPILYAFLDENFKRCFRDFCFPIKMRMERQSTSRVRNTVQDPAYMRNVDGVNKPV. The pIC50 is 5.4. (2) The drug is N[C@@H](CNC(=O)/C=C/C(=O)c1ccccc1)C(=O)O. The target protein sequence is MCGIFGYCNYLVERSRGEIIDTLVDGLQRLEYRGYDSTGIAIDGDEADSTFIYKQIGKVSALKEEITKQNPNRDVTFVSHCGIAHTRWATHGRPEQVNCHPQRSDPEDQFVVVHNGIITNFRELKTLLINKGYKFESDTDTECIAKLYLHLYNTNLQNGHDLDFHELTKLVLLELEGSYGLLCKSCHYPNEVIATRKGSPLLIGVKSEKKLKVDFVDVEFPEENAGQPEIPLKSNNKSFGLGPKKAREFEAGSQNANLLPIAANEFNLRHSQSRAFLSEDGSPTPVEFFVSSDAASVVKHTKKVLFLEDDDLAHIYDGELHIHRSRREVGASMTRSIQTLEMELAQIMKGPYDHFMQKEIYEQPESTFNTMRGRIDYENNKVILGGLKAWLPVVRRARRLIMIACGTSYHSCLATRAIFEELSDIPVSVELASDFLDRKCPVFRDDVCVFVSQSGETADTMLALNYCLERGALTVGIVNSVGSSISRVTHCGVHINAGPE.... The pIC50 is 3.6. (3) The compound is CCOC(=O)CSc1nc2ccccc2n1C(=O)OCC. The target protein (O00487) has sequence MDRLLRLGGGMPGLGQGPPTDAPAVDTAEQVYISSLALLKMLKHGRAGVPMEVMGLMLGEFVDDYTVRVIDVFAMPQSGTGVSVEAVDPVFQAKMLDMLKQTGRPEMVVGWYHSHPGFGCWLSGVDINTQQSFEALSERAVAVVVDPIQSVKGKVVIDAFRLINANMMVLGHEPRQTTSNLGHLNKPSIQALIHGLNRHYYSITINYRKNELEQKMLLNLHKKSWMEGLTLQDYSEHCKHNESVVKEMLELAKNYNKAVEEEDKMTPEQLAIKNVGKQDPKRHLEEHVDVLMTSNIVQCLAAMLDTVVFK. The pIC50 is 4.7. (4) The compound is O=C(Cc1ccccn1)N1CCN(C2c3ccc(Cl)cc3CCc3cccnc32)CC1. The target protein (Q04631) has sequence MAATEGVGESAPGGEPGQPEQPPPPPPPPPAQQPQEEEMAAEAGEAAASPMDDGFLSLDSPTYVLYRDRAEWADIDPVPQNDGPSPVVQIIYSEKFRDVYDYFRAVLQRDERSERAFKLTRDAIELNAANYTVWHFRRVLLRSLQKDLQEEMNYIIAIIEEQPKNYQVWHHRRVLVEWLKDPSQELEFIADILNQDAKNYHAWQHRQWVIQEFRLWDNELQYVDQLLKEDVRNNSVWNQRHFVISNTTGYSDRAVLEREVQYTLEMIKLVPHNESAWNYLKGILQDRGLSRYPNLLNQLLDLQPSHSSPYLIAFLVDIYEDMLENQCDNKEDILNKALELCEILAKEKDTIRKEYWRYIGRSLQSKHSRESDIPASV. The pIC50 is 4.3. (5) The small molecule is CC[C@@H]1N=C(N)O[C@@H]1C. The target protein (Q9Z0J4) has sequence MEEHTFGVQQIQPNVISVRLFKRKVGGLGFLVKERVSKPPVIISDLIRGGAAEQSGLIQAGDIILAVNDRPLVDLSYDSALEVLRGIASETHVVLILRGPEGFTTHLETTFTGDGTPKTIRVTQPLGTPTKAVDLSRQPSASKDQPLAVDRVPGPSNGPQHAQGRGQGAGSVSQANGVAIDPTMKNTKANLQDSGEQDELLKEIEPVLSILTGGGKAVNRGGPAKAEMKDTGIQVDRDLDGKLHKAPPLGGENDRVFNDLWGKGNVPVVLNNPYSENEQSPASGKQSPTKNGSPSRCPRFLKVKNWETDVVLTDTLHLKSTLETGCTEQICMGSIMLPSHHIRKSEDVRTKDQLFPLAKEFLDQYYSSIKRFGSKAHMDRLEEVNKEIESTSTYQLKDTELIYGAKHAWRNASRCVGRIQWSKLQVFDARDCTTAHGMFNYICNHVKYATNKGNLRSAITIFPQRTDGKHDFRVWNSQLIRYAGYKQPDGSTLGDPANVE.... The pIC50 is 6.2. (6) The pIC50 is 4.8. The drug is CC(=O)Nc1ccc(N(C(=O)Cn2nnc3ccccc32)C(C(=O)NC2CCCC2)c2ccc(O)c(O)c2)cc1. The target protein sequence is SGFKKLVSPSSAVEKCIVSVSYRGNNLNGLWLGDSIYCPRHVLGKFSGDQWGDVLNLANNHEFEVVTQNGVTLNVVSRRLKGAVLILQTAVANAETPKYKFVKANCGDSFTIACSYGGTVIGLYPVTMRSNGTIRASFLAGACGSVGFNIEKGVVNFFYMHHLELPNALHTGTDLMGEFYGGYVDEEVAQRVPPDNLVTNNIVAWLYAAIISVKESSFSQPKWLESTTVSIEDYNRWASDNGFTPFSTSTAITKLSAITGVDVCKLLRTIMVKSAQWGSDPILGQYNFEDELTPESVFNQVGGVRLQ. (7) The drug is Cc1ccc(-c2ncc(C(F)(F)F)cc2NC(=O)Nc2cnc(Oc3ccc(-c4cnc(N5CCCCCC5=O)s4)cc3)nc2)cc1C. The target protein sequence is MLRGGRRGQLGWHSWAAGPGSLLAWLILASAGAAPCPDACCPHGSSGLRCTRDGALDSLHHLPGAENLTELYIENQQHLQHLELRDLRGLGELRNLTIVKSGLRFVAPDAFHFTPRLSRLNLSFNALESLSWKTVQGLSLQELVLSGNPLHCSCALRWLQRWEEEGLGGVPEQKLQCHGQGPLAHMPNASCGVPTLKVQVPNASVDVGDDVLLRCQVEGRGLEQAGWILTELEQSATVMKSGGLPSLGLTLANVTSDLNRKNVTCWAENDVGRAEVSVQVNVSFPASVQLHTAVEMHHWCIPFSVDGQPAPSLRWLFNGSVLNETSFIFTEFLEPAANETVRHGCLRLNQPTHVNNGNYTLLAANPFGQASASIMAAFMDNPFEFNPEDPIPDTNSTSGDPVEKKDETPFGVSVAVGLAVFACLFLSTLLLVLNKCGRRNKFGINRPAVLAPEDGLAMSLHFMTLGGSSLSPTEGKGSGLQGHIIENPQYFSDACVHHIK.... The pIC50 is 6.7.